From a dataset of Full USPTO retrosynthesis dataset with 1.9M reactions from patents (1976-2016). Predict the reactants needed to synthesize the given product. (1) Given the product [C:32]([O:36][C:37](=[O:49])[CH2:38][O:39][C:40]1[CH:45]=[CH:44][C:43]([Cl:46])=[CH:42][C:41]=1[C:47]#[C:48][C:51]1[CH:61]=[CH:60][C:54]([C:55]([N:57]([CH3:58])[CH3:59])=[O:56])=[C:53]([S:62]([CH:65]([CH3:67])[CH3:66])(=[O:63])=[O:64])[CH:52]=1)([CH3:35])([CH3:34])[CH3:33], predict the reactants needed to synthesize it. The reactants are: C(OC(=O)COC1C=CC(Cl)=CC=1C#CC1C=C(S(CCC)(=O)=O)C=CC=1F)(C)(C)C.[C:32]([O:36][C:37](=[O:49])[CH2:38][O:39][C:40]1[CH:45]=[CH:44][C:43]([Cl:46])=[CH:42][C:41]=1[C:47]#[CH:48])([CH3:35])([CH3:34])[CH3:33].Br[C:51]1[CH:61]=[CH:60][C:54]([C:55]([N:57]([CH3:59])[CH3:58])=[O:56])=[C:53]([S:62]([CH:65]([CH3:67])[CH3:66])(=[O:64])=[O:63])[CH:52]=1. (2) Given the product [CH3:3][C:4]1[CH:9]=[C:8]([CH3:10])[CH:7]=[CH:6][C:5]=1[CH:11]([C:32]1[CH:37]=[CH:36][CH:35]=[CH:34][CH:33]=1)[NH:12][C:13](=[O:31])[CH2:14][C:15]1[CH:20]=[CH:19][C:18]([CH:21]([OH:30])[CH2:22][C:23]2[C:24]([CH3:29])=[N:25][CH:26]=[CH:27][CH:28]=2)=[CH:17][CH:16]=1, predict the reactants needed to synthesize it. The reactants are: [BH4-].[Na+].[CH3:3][C:4]1[CH:9]=[C:8]([CH3:10])[CH:7]=[CH:6][C:5]=1[CH:11]([C:32]1[CH:37]=[CH:36][CH:35]=[CH:34][CH:33]=1)[NH:12][C:13](=[O:31])[CH2:14][C:15]1[CH:20]=[CH:19][C:18]([C:21](=[O:30])[CH2:22][C:23]2[C:24]([CH3:29])=[N:25][CH:26]=[CH:27][CH:28]=2)=[CH:17][CH:16]=1. (3) Given the product [Cl:1][C:2]1[CH:13]=[CH:12][C:5]([O:6][C@@H:7]([CH3:11])[C:8]([OH:10])=[O:9])=[C:4]([O:14][C:16]2[CH:21]=[CH:20][C:19]([N+:22]([O-:24])=[O:23])=[CH:18][CH:17]=2)[CH:3]=1, predict the reactants needed to synthesize it. The reactants are: [Cl:1][C:2]1[CH:13]=[CH:12][C:5]([O:6][C@@H:7]([CH3:11])[C:8]([OH:10])=[O:9])=[C:4]([OH:14])[CH:3]=1.F[C:16]1[CH:21]=[CH:20][C:19]([N+:22]([O-:24])=[O:23])=[CH:18][CH:17]=1.C(=O)([O-])[O-].[K+].[K+].O.